Dataset: HIV replication inhibition screening data with 41,000+ compounds from the AIDS Antiviral Screen. Task: Binary Classification. Given a drug SMILES string, predict its activity (active/inactive) in a high-throughput screening assay against a specified biological target. (1) The drug is Cc1cc2c(O)c(c1)CN(CC(=O)O)Cc1cc(C)cc(c1O)CN(CC(=O)O)Cc1cc(C)cc(c1O)CN(CC(=O)O)C2. The result is 0 (inactive). (2) The drug is COc1ccccc1Cc1nc(-c2ccccc2)nn(C2OC(COC(C)=O)C(OC(C)=O)C(OC(C)=O)C2OC(C)=O)c1=S. The result is 0 (inactive).